From a dataset of Catalyst prediction with 721,799 reactions and 888 catalyst types from USPTO. Predict which catalyst facilitates the given reaction. (1) Reactant: CS(C)=O.Cl[C:6]1[CH:11]=[C:10]([O:12][CH2:13][C:14]#[C:15][CH3:16])[N:9]=[CH:8][N:7]=1.C(=O)([O-])[O-].[K+].[K+].[CH2:23]([NH:26][CH2:27][CH2:28][CH3:29])[CH2:24][CH3:25]. Product: [CH2:13]([O:12][C:10]1[CH:11]=[C:6]([N:26]([CH2:27][CH2:28][CH3:29])[CH2:23][CH2:24][CH3:25])[N:7]=[CH:8][N:9]=1)[C:14]#[C:15][CH3:16]. The catalyst class is: 13. (2) Reactant: O[C:2]1[C:3]([OH:12])=[C:4]([C:7]([CH2:10][CH3:11])=[CH:8][CH:9]=1)[CH:5]=[O:6].[CH2:13](Cl)[C:14]1[CH:19]=[CH:18][CH:17]=[CH:16][CH:15]=1.[C:21]([O-:24])([O-])=O.[K+].[K+]. Product: [CH2:13]([O:12][C:3]1[CH:2]=[C:9]([O:24][CH2:21][C:2]2[CH:3]=[CH:4][CH:7]=[CH:8][CH:9]=2)[CH:8]=[C:7]([CH2:10][CH3:11])[C:4]=1[CH:5]=[O:6])[C:14]1[CH:19]=[CH:18][CH:17]=[CH:16][CH:15]=1. The catalyst class is: 31.